From a dataset of Catalyst prediction with 721,799 reactions and 888 catalyst types from USPTO. Predict which catalyst facilitates the given reaction. (1) Reactant: [Br:1][C:2]1[CH:3]=[C:4]([SH:8])[CH:5]=[CH:6][CH:7]=1.C(=O)([O-])[O-].[K+].[K+].Br[CH2:16][C:17]([O:19][CH2:20][CH3:21])=[O:18]. Product: [Br:1][C:2]1[CH:3]=[C:4]([S:8][CH2:16][C:17]([O:19][CH2:20][CH3:21])=[O:18])[CH:5]=[CH:6][CH:7]=1. The catalyst class is: 18. (2) Reactant: [CH3:1][CH:2]([CH3:38])[CH2:3][C@H:4]([NH:21][C:22]1[N:27]=[CH:26][C:25]([C:28]([NH:30][CH2:31][CH2:32][C:33]([O:35]CC)=[O:34])=[O:29])=[CH:24][CH:23]=1)[C:5]1[CH:10]=[CH:9][C:8]([C:11]2[CH:16]=[CH:15][C:14]([C:17]([F:20])([F:19])[F:18])=[CH:13][N:12]=2)=[CH:7][CH:6]=1.O1CCCC1.[OH-].[Li+]. Product: [CH3:1][CH:2]([CH3:38])[CH2:3][C@H:4]([NH:21][C:22]1[N:27]=[CH:26][C:25]([C:28]([NH:30][CH2:31][CH2:32][C:33]([OH:35])=[O:34])=[O:29])=[CH:24][CH:23]=1)[C:5]1[CH:10]=[CH:9][C:8]([C:11]2[CH:16]=[CH:15][C:14]([C:17]([F:20])([F:19])[F:18])=[CH:13][N:12]=2)=[CH:7][CH:6]=1. The catalyst class is: 5. (3) Reactant: Cl[C:2]1[C:10]([C:11]([OH:13])=[O:12])=[C:9]2[N:5]([CH2:6][CH2:7][CH2:8]2)[C:4](=[O:14])[C:3]=1[CH3:15].[F:16][C:17]1[CH:23]=[C:22]([I:24])[CH:21]=[CH:20][C:18]=1[NH2:19].[Li+].C[Si]([N-][Si](C)(C)C)(C)C. Product: [F:16][C:17]1[CH:23]=[C:22]([I:24])[CH:21]=[CH:20][C:18]=1[NH:19][C:2]1[C:10]([C:11]([OH:13])=[O:12])=[C:9]2[N:5]([CH2:6][CH2:7][CH2:8]2)[C:4](=[O:14])[C:3]=1[CH3:15]. The catalyst class is: 1. (4) Reactant: [CH3:1][N:2]([CH3:9])[CH2:3][CH:4]=[CH:5][C:6](O)=[O:7].CN(C(ON1N=[N:25][C:20]2C=[CH:22][CH:23]=[N:24][C:19]1=2)=[N+](C)C)C.F[P-](F)(F)(F)(F)F.C(N1CCC(C2[N:48]=[C:47]([C:49]3[CH:54]=[CH:53][C:52]([O:55][C:56]4[CH:61]=[CH:60][CH:59]=[CH:58][CH:57]=4)=[CH:51][CH:50]=3)[C:46]([C:62]([NH2:64])=[O:63])=[CH:45]C=2)C1)(=O)C=C.CCN(C(C)C)C(C)C. Product: [CH3:1][N:2]([CH3:9])[CH2:3][CH:4]=[CH:5][C:6]([N:24]1[CH2:23][CH2:22][CH:20]([N:25]2[CH:45]=[C:46]([C:62]([NH2:64])=[O:63])[C:47]([C:49]3[CH:50]=[CH:51][C:52]([O:55][C:56]4[CH:57]=[CH:58][CH:59]=[CH:60][CH:61]=4)=[CH:53][CH:54]=3)=[N:48]2)[CH2:19]1)=[O:7]. The catalyst class is: 3. (5) Reactant: [Cl:1][C:2]1[N:10]=[C:9]2[C:5]([N:6]=[C:7]([CH2:12]P(=O)(OC)OC)[N:8]2[CH3:11])=[C:4]([N:19]2[CH2:24][CH2:23][O:22][CH2:21][CH2:20]2)[N:3]=1.[Li+].CC([N-]C(C)C)C.[C:33]([N:40]1[CH2:45][CH2:44][C:43](=O)[CH2:42][CH2:41]1)([O:35][C:36]([CH3:39])([CH3:38])[CH3:37])=[O:34]. Product: [Cl:1][C:2]1[N:10]=[C:9]2[C:5]([N:6]=[C:7]([CH:12]=[C:43]3[CH2:44][CH2:45][N:40]([C:33]([O:35][C:36]([CH3:39])([CH3:38])[CH3:37])=[O:34])[CH2:41][CH2:42]3)[N:8]2[CH3:11])=[C:4]([N:19]2[CH2:20][CH2:21][O:22][CH2:23][CH2:24]2)[N:3]=1. The catalyst class is: 1. (6) Reactant: C(OC([N:8]1[C:12]2[CH:13]=[CH:14][CH:15]=[CH:16][C:11]=2[N:10]=[C:9]1[C:17]1[CH:22]=[C:21]([N:23]2[CH2:32][CH2:31][C:26]3(OCC[O:27]3)[CH2:25][CH2:24]2)[CH:20]=[CH:19][C:18]=1[Cl:33])=O)(C)(C)C.Cl. Product: [NH:8]1[C:12]2[CH:13]=[CH:14][CH:15]=[CH:16][C:11]=2[N:10]=[C:9]1[C:17]1[CH:22]=[C:21]([N:23]2[CH2:32][CH2:31][C:26](=[O:27])[CH2:25][CH2:24]2)[CH:20]=[CH:19][C:18]=1[Cl:33]. The catalyst class is: 1. (7) Reactant: [CH2:1]([O:5][C:6]1[N:14]=[C:13]2[C:9]([N:10]=[C:11]([O:20][CH3:21])[N:12]2[CH2:15][CH2:16][CH2:17][CH2:18]Cl)=[C:8]([NH2:22])[N:7]=1)[CH2:2][CH2:3][CH3:4].[CH3:23][N:24]1[CH2:29][CH2:28][NH:27][CH2:26][CH2:25]1.C(N(CC)C(C)C)(C)C. Product: [CH2:1]([O:5][C:6]1[N:14]=[C:13]2[C:9]([N:10]=[C:11]([O:20][CH3:21])[N:12]2[CH2:15][CH2:16][CH2:17][CH2:18][N:27]2[CH2:28][CH2:29][N:24]([CH3:23])[CH2:25][CH2:26]2)=[C:8]([NH2:22])[N:7]=1)[CH2:2][CH2:3][CH3:4]. The catalyst class is: 3. (8) Reactant: [CH2:1]([C:3]1[CH:8]=[C:7]([O:9][CH2:10][CH2:11][CH2:12][S:13]([CH3:16])(=[O:15])=[O:14])[CH:6]=[C:5]([CH2:17][CH3:18])[C:4]=1[C:19]1[CH:24]=[CH:23][CH:22]=[C:21]([CH2:25][O:26][C:27]2[CH:40]=[CH:39][C:30]3[C@H:31]([CH2:34][C:35]([O:37]C)=[O:36])[CH2:32][O:33][C:29]=3[CH:28]=2)[CH:20]=1)[CH3:2].CO.[OH-].[Na+].C(O)(=O)CC(CC(O)=O)(C(O)=O)O. Product: [CH2:17]([C:5]1[CH:6]=[C:7]([O:9][CH2:10][CH2:11][CH2:12][S:13]([CH3:16])(=[O:15])=[O:14])[CH:8]=[C:3]([CH2:1][CH3:2])[C:4]=1[C:19]1[CH:24]=[CH:23][CH:22]=[C:21]([CH2:25][O:26][C:27]2[CH:40]=[CH:39][C:30]3[C@H:31]([CH2:34][C:35]([OH:37])=[O:36])[CH2:32][O:33][C:29]=3[CH:28]=2)[CH:20]=1)[CH3:18]. The catalyst class is: 132. (9) Reactant: COC([CH:5]1[CH2:9][CH:8]([O:10][C:11]2[CH:20]=[N:19][C:18]3[C:13](=[CH:14][CH:15]=[CH:16][CH:17]=3)[N:12]=2)[CH2:7][N:6]1[C:21](OC(C)(C)C)=O)=O.[CH3:28][O:29]C(C1CC(O)CN1C(OC(C)(C)C)=O)=O.N1[C:54]2[C:49](=[CH:50][CH:51]=[CH:52][CH:53]=2)[N:48]=[CH:47]C=1O.C1(P(C2C=CC=CC=2)C2C=CC=CC=2)C=CC=CC=1.CCOC(/[N:80]=N/C(OCC)=O)=O.C1[CH2:91][O:90]CC1. Product: [N:12]1[CH:13]2[CH:18]([CH2:17][CH2:16][CH2:15][CH2:14]2)[N:19]=[CH:20][C:11]=1[O:10][CH:8]1[CH2:9][CH2:5][N:6]([C:21]2[C:50]3[C:49](=[CH:54][C:53]([O:90][CH3:91])=[C:52]([O:29][CH3:28])[CH:51]=3)[N:48]=[CH:47][N:80]=2)[CH2:7]1. The catalyst class is: 2.